This data is from Full USPTO retrosynthesis dataset with 1.9M reactions from patents (1976-2016). The task is: Predict the reactants needed to synthesize the given product. (1) Given the product [ClH:1].[Cl:1][C:2]1[CH:7]=[CH:6][C:5]([F:8])=[CH:4][C:3]=1[CH:9]1[CH2:10][CH2:11][N:12]([C:15]([C:17]2[C:21]3[CH2:22][NH:23][CH2:24][CH2:25][C:20]=3[NH:19][N:18]=2)=[O:16])[CH2:13][CH2:14]1, predict the reactants needed to synthesize it. The reactants are: [Cl:1][C:2]1[CH:7]=[CH:6][C:5]([F:8])=[CH:4][C:3]=1[CH:9]1[CH2:14][CH2:13][N:12]([C:15]([C:17]2[C:21]3[CH2:22][N:23](C(OC(C)(C)C)=O)[CH2:24][CH2:25][C:20]=3[NH:19][N:18]=2)=[O:16])[CH2:11][CH2:10]1.Cl. (2) Given the product [C:35]([N:27]1[C:28]2[C:33](=[CH:32][C:31]([C:9]3[CH2:14][CH2:13][N:12]([C:15]([O:17][C:18]([CH3:19])([CH3:20])[CH3:21])=[O:16])[CH2:11][CH:10]=3)=[CH:30][CH:29]=2)[C@H:24]([NH2:23])[C@@H:25]([CH3:41])[C@@H:26]1[CH:38]1[CH2:40][CH2:39]1)(=[O:37])[CH3:36], predict the reactants needed to synthesize it. The reactants are: CC1(C)C(C)(C)OB([C:9]2[CH2:14][CH2:13][N:12]([C:15]([O:17][C:18]([CH3:21])([CH3:20])[CH3:19])=[O:16])[CH2:11][CH:10]=2)O1.[NH2:23][C@H:24]1[C:33]2[C:28](=[CH:29][CH:30]=[C:31](Br)[CH:32]=2)[N:27]([C:35](=[O:37])[CH3:36])[C@H:26]([CH:38]2[CH2:40][CH2:39]2)[C@@H:25]1[CH3:41].C(=O)([O-])[O-].[Cs+].[Cs+].O. (3) Given the product [F:8][C:7]1[C:2]([N:38]([CH2:39][C:40]([F:41])([F:42])[F:43])[C:36](=[O:37])[CH2:35][O:34][CH2:33][C:32]2[CH:31]=[CH:30][C:29]([O:28][CH3:27])=[CH:45][CH:44]=2)=[N:3][C:4]([C:9]2[CH:13]=[C:12]([C:14]3[CH:18]=[CH:17][O:16][N:15]=3)[N:11]([CH2:19][C:20]3[CH:25]=[CH:24][CH:23]=[CH:22][C:21]=3[F:26])[N:10]=2)=[N:5][CH:6]=1, predict the reactants needed to synthesize it. The reactants are: Cl[C:2]1[C:7]([F:8])=[CH:6][N:5]=[C:4]([C:9]2[CH:13]=[C:12]([C:14]3[CH:18]=[CH:17][O:16][N:15]=3)[N:11]([CH2:19][C:20]3[CH:25]=[CH:24][CH:23]=[CH:22][C:21]=3[F:26])[N:10]=2)[N:3]=1.[CH3:27][O:28][C:29]1[CH:45]=[CH:44][C:32]([CH2:33][O:34][CH2:35][C:36]([NH:38][CH2:39][C:40]([F:43])([F:42])[F:41])=[O:37])=[CH:31][CH:30]=1.C(=O)([O-])[O-].[Cs+].[Cs+].C(=O)(O)[O-].[Na+]. (4) Given the product [ClH:10].[CH2:1]([CH:3]1[CH:8]([CH3:9])[CH2:7][CH2:6][CH2:5][NH:4]1)[CH3:2], predict the reactants needed to synthesize it. The reactants are: [CH2:1]([C:3]1[C:8]([CH3:9])=[CH:7][CH:6]=[CH:5][N:4]=1)[CH3:2].[ClH:10]. (5) Given the product [CH3:1][N:4]1[CH2:16][CH:7]2[CH:8]([C:12]([O:14][CH3:15])=[O:13])[NH:9][CH2:10][CH2:11][N:6]2[C:5]1=[O:17], predict the reactants needed to synthesize it. The reactants are: [CH:1]1([N:4]2[CH2:16][C@@H:7]3[C@H:8]([C:12]([O:14][CH3:15])=[O:13])[NH:9][CH2:10][CH2:11][N:6]3[C:5]2=[O:17])CC1.CN. (6) Given the product [Cl:21][C:5]1[C:6]([NH:8][C:9]2[C:18]([OH:19])=[CH:17][CH:16]=[CH:15][C:10]=2[C:11]([NH:13][CH3:14])=[O:12])=[N:7][C:2]([NH:37][C:34]2[CH:35]=[CH:36][C:29]3[CH2:28][CH2:27][N:26]([CH2:25][CH2:24][O:23][CH3:22])[CH2:32][CH2:31][C:30]=3[CH:33]=2)=[N:3][CH:4]=1, predict the reactants needed to synthesize it. The reactants are: Cl[C:2]1[N:7]=[C:6]([NH:8][C:9]2[C:18]([O:19]C)=[CH:17][CH:16]=[CH:15][C:10]=2[C:11]([NH:13][CH3:14])=[O:12])[C:5]([Cl:21])=[CH:4][N:3]=1.[CH3:22][O:23][CH2:24][CH2:25][N:26]1[CH2:32][CH2:31][C:30]2[CH:33]=[C:34]([NH2:37])[CH:35]=[CH:36][C:29]=2[CH2:28][CH2:27]1. (7) Given the product [F:21][C:22]1[CH:29]=[CH:28][C:27]([F:30])=[CH:26][C:23]=1[CH:24]([OH:25])[C:18]1[C:17]([F:20])=[CH:16][N:15]=[C:14]([CH:10]2[O:11][CH2:12][CH2:13][O:9]2)[CH:19]=1, predict the reactants needed to synthesize it. The reactants are: C([N-]C(C)C)(C)C.[Li+].[O:9]1[CH2:13][CH2:12][O:11][CH:10]1[C:14]1[CH:19]=[CH:18][C:17]([F:20])=[CH:16][N:15]=1.[F:21][C:22]1[CH:29]=[CH:28][C:27]([F:30])=[CH:26][C:23]=1[CH:24]=[O:25].C(=O)(O)[O-].[Na+]. (8) Given the product [CH3:29][O:28][C:26](=[O:27])[CH2:25][O:21][C:18]1[CH:17]=[CH:16][C:15]([CH2:14][C:13]2[C:3]([CH2:1][CH3:2])=[N:4][N:5]3[C:10]([CH3:11])=[CH:9][C:8]([CH3:12])=[N:7][C:6]=23)=[CH:20][CH:19]=1, predict the reactants needed to synthesize it. The reactants are: [CH2:1]([C:3]1[C:13]([CH2:14][C:15]2[CH:20]=[CH:19][C:18]([OH:21])=[CH:17][CH:16]=2)=[C:6]2[N:7]=[C:8]([CH3:12])[CH:9]=[C:10]([CH3:11])[N:5]2[N:4]=1)[CH3:2].[H-].[Na+].Br[CH2:25][C:26]([O:28][CH3:29])=[O:27]. (9) Given the product [Si:1]([O:18][CH2:19][CH2:20][CH:21]([N:63]=[N+:64]=[N-:65])[C:23]1[CH:24]=[CH:25][C:26]([N+:29]([O-:31])=[O:30])=[CH:27][CH:28]=1)([C:14]([CH3:16])([CH3:17])[CH3:15])([C:2]1[CH:3]=[CH:4][CH:5]=[CH:6][CH:7]=1)[C:8]1[CH:13]=[CH:12][CH:11]=[CH:10][CH:9]=1, predict the reactants needed to synthesize it. The reactants are: [Si:1]([O:18][CH2:19][CH2:20][CH:21]([C:23]1[CH:28]=[CH:27][C:26]([N+:29]([O-:31])=[O:30])=[CH:25][CH:24]=1)O)([C:14]([CH3:17])([CH3:16])[CH3:15])([C:8]1[CH:13]=[CH:12][CH:11]=[CH:10][CH:9]=1)[C:2]1[CH:7]=[CH:6][CH:5]=[CH:4][CH:3]=1.C1(P(C2C=CC=CC=2)C2C=CC=CC=2)C=CC=CC=1.N(C(OCC)=O)=NC(OCC)=O.[NH:63]=[N+:64]=[N-:65].